The task is: Predict the reaction yield, written as a fraction of the theoretical maximum amount of product (1.0 means a 100% yield; for example, 0.34 means a 34% yield).. This data is from Reaction yield outcomes from USPTO patents with 853,638 reactions. (1) The reactants are [CH:1]1([C:7]2[C:15]3[C:10](=[CH:11][C:12]([C:16]([OH:18])=[O:17])=[CH:13][CH:14]=3)[N:9]([CH2:19][C:20]([N:22]3[CH2:27][CH2:26][O:25][CH2:24][CH2:23]3)=[O:21])[C:8]=2[C:28]2[CH:33]=[CH:32][C:31]([C:34]3[CH:39]=[CH:38][C:37](N(C)C)=[CH:36][CH:35]=3)=[CH:30][CH:29]=2)[CH2:6][CH2:5][CH2:4][CH2:3][CH2:2]1.COC(C1C=C2C(C(C3CCCCC3)=C(C3C=CC(OS(C(F)(F)[F:76])(=O)=O)=CC=3)N2CC(N2CCOCC2)=O)=CC=1)=O.FC1C=CC=CC=1B(O)O. No catalyst specified. The product is [CH:1]1([C:7]2[C:15]3[C:10](=[CH:11][C:12]([C:16]([OH:18])=[O:17])=[CH:13][CH:14]=3)[N:9]([CH2:19][C:20]([N:22]3[CH2:27][CH2:26][O:25][CH2:24][CH2:23]3)=[O:21])[C:8]=2[C:28]2[CH:33]=[CH:32][C:31]([C:34]3[CH:39]=[CH:38][CH:37]=[CH:36][C:35]=3[F:76])=[CH:30][CH:29]=2)[CH2:6][CH2:5][CH2:4][CH2:3][CH2:2]1. The yield is 0.170. (2) The yield is 0.756. The product is [Br:1][CH2:42][C:41]([C:39]1[CH:40]=[C:35]([Cl:34])[CH:36]=[CH:37][C:38]=1[OH:44])=[O:43]. The reactants are [Br-:1].[Br-].[Br-].C1([N+](C)(C)C)C=CC=CC=1.C1([N+](C)(C)C)C=CC=CC=1.C1([N+](C)(C)C)C=CC=CC=1.[Cl:34][C:35]1[CH:36]=[CH:37][C:38]([OH:44])=[C:39]([C:41](=[O:43])[CH3:42])[CH:40]=1.O. The catalyst is O1CCCC1. (3) The reactants are [CH2:1]([O:3][P:4]([CH2:9][CH2:10][NH:11][CH2:12][C:13]([CH3:36])=[CH:14][CH2:15][C:16]1[C:17]([O:29][CH2:30][CH2:31][Si:32]([CH3:35])([CH3:34])[CH3:33])=[C:18]2[C:22](=[C:23]([CH3:27])[C:24]=1[O:25][CH3:26])[CH2:21][O:20][C:19]2=[O:28])(=[O:8])[O:5][CH2:6][CH3:7])[CH3:2].[CH3:37][S:38](Cl)(=[O:40])=[O:39].N1C=CC=CC=1. The catalyst is C(Cl)Cl. The product is [CH2:1]([O:3][P:4]([CH2:9][CH2:10][N:11]([S:38]([CH3:37])(=[O:40])=[O:39])[CH2:12][C:13]([CH3:36])=[CH:14][CH2:15][C:16]1[C:17]([O:29][CH2:30][CH2:31][Si:32]([CH3:33])([CH3:34])[CH3:35])=[C:18]2[C:22](=[C:23]([CH3:27])[C:24]=1[O:25][CH3:26])[CH2:21][O:20][C:19]2=[O:28])(=[O:8])[O:5][CH2:6][CH3:7])[CH3:2]. The yield is 0.630. (4) The reactants are C(OC(=O)[NH:7][CH2:8][CH:9]1[CH2:14][CH2:13][CH2:12][N:11]([C:15]2[C:24]3[C:19](=[CH:20][CH:21]=[CH:22][CH:23]=3)[C:18]([C:25]#[N:26])=[CH:17][CH:16]=2)[CH2:10]1)(C)(C)C.C(O)(C(F)(F)F)=O. The catalyst is ClCCl. The product is [NH2:7][CH2:8][CH:9]1[CH2:14][CH2:13][CH2:12][N:11]([C:15]2[C:24]3[C:19](=[CH:20][CH:21]=[CH:22][CH:23]=3)[C:18]([C:25]#[N:26])=[CH:17][CH:16]=2)[CH2:10]1. The yield is 0.970. (5) The catalyst is O1CCCC1.O. The yield is 0.720. The product is [OH:7][C:8]1[CH:22]=[CH:21][CH:20]=[CH:19][C:9]=1[CH:10]=[CH:44][C:41]1[CH:40]=[CH:39][C:38]([N:29]([C:30]2[CH:37]=[CH:36][C:33]([CH3:34])=[CH:32][CH:31]=2)[C:26]2[CH:27]=[CH:28][C:23]([CH3:45])=[CH:24][CH:25]=2)=[CH:43][CH:42]=1. The reactants are [K].CC(C)([O-])C.[OH:7][C:8]1[CH:22]=[CH:21][CH:20]=[CH:19][C:9]=1[CH2:10]P(=O)(OCC)OCC.[C:23]1([CH3:45])[CH:28]=[CH:27][C:26]([N:29]([C:38]2[CH:43]=[CH:42][C:41]([CH3:44])=[CH:40][CH:39]=2)[C:30]2[CH:37]=[CH:36][C:33]([CH:34]=O)=[CH:32][CH:31]=2)=[CH:25][CH:24]=1.Cl. (6) The reactants are [NH2:1][C:2]1[N:7]=[CH:6][N:5]=[C:4]2[N:8]([CH2:26][C@H:27]3[CH2:31][CH2:30][CH2:29][N:28]3[C:32](=[O:36])[CH2:33][C:34]#[N:35])[N:9]=[C:10]([C:11]3[CH:16]=[CH:15][C:14]([O:17][C:18]4[C:23]([F:24])=[CH:22][CH:21]=[CH:20][C:19]=4[F:25])=[CH:13][CH:12]=3)[C:3]=12.N1[CH2:42][CH2:41][CH2:40][CH2:39]C1. The catalyst is CO.C1(C=O)CC1. The product is [NH2:1][C:2]1[N:7]=[CH:6][N:5]=[C:4]2[N:8]([CH2:26][C@H:27]3[CH2:31][CH2:30][CH2:29][N:28]3[C:32]([C:33](=[CH:39][CH:40]3[CH2:42][CH2:41]3)[C:34]#[N:35])=[O:36])[N:9]=[C:10]([C:11]3[CH:16]=[CH:15][C:14]([O:17][C:18]4[C:23]([F:24])=[CH:22][CH:21]=[CH:20][C:19]=4[F:25])=[CH:13][CH:12]=3)[C:3]=12. The yield is 0.230.